Predict the product of the given reaction. From a dataset of Forward reaction prediction with 1.9M reactions from USPTO patents (1976-2016). Given the reactants [CH2:1]([O:3][CH:4]([O:27][CH2:28][CH3:29])[CH2:5][O:6][C@@H:7]([C@H:10]([C@@H:15]([O:17][CH2:18][C:19]1[CH:24]=[CH:23][C:22]([O:25][CH3:26])=[CH:21][CH:20]=1)[CH3:16])[CH2:11][CH2:12][CH2:13][CH3:14])[CH2:8][OH:9])[CH3:2].CC(O[Bi](OC(C)=O)([C:35]1[CH:40]=[CH:39][CH:38]=[CH:37][CH:36]=1)([C:35]1[CH:40]=[CH:39][CH:38]=[CH:37][CH:36]=1)[C:35]1[CH:40]=[CH:39][CH:38]=[CH:37][CH:36]=1)=O.C1(N(C)C2CCCCC2)CCCCC1, predict the reaction product. The product is: [CH2:28]([O:27][CH:4]([O:3][CH2:1][CH3:2])[CH2:5][O:6][C@@H:7]([C@@H:10]([CH2:11][CH2:12][CH2:13][CH3:14])[C@@H:15]([O:17][CH2:18][C:19]1[CH:20]=[CH:21][C:22]([O:25][CH3:26])=[CH:23][CH:24]=1)[CH3:16])[CH2:8][O:9][C:35]1[CH:40]=[CH:39][CH:38]=[CH:37][CH:36]=1)[CH3:29].